This data is from Forward reaction prediction with 1.9M reactions from USPTO patents (1976-2016). The task is: Predict the product of the given reaction. (1) Given the reactants [F:1][C:2]1[CH:7]=[CH:6][C:5]([OH:8])=[CH:4][CH:3]=1.C(=O)([O-])[O-].[Cs+].[Cs+].[Cl:15][C:16]1[CH:21]=[CH:20][C:19]([C:22]2([C:26]([N:28]3[CH2:33][CH2:32][CH2:31][CH:30]([CH2:34]OS(C)(=O)=O)[CH2:29]3)=[O:27])[CH2:25][CH2:24][CH2:23]2)=[CH:18][CH:17]=1.O1C2C=CC(OCC3CCCN(C(C4(C5C=CC(Cl)=CC=5)CCC4)=O)C3)=CC=2OC1, predict the reaction product. The product is: [Cl:15][C:16]1[CH:21]=[CH:20][C:19]([C:22]2([C:26]([N:28]3[CH2:33][CH2:32][CH2:31][CH:30]([CH2:34][O:8][C:5]4[CH:6]=[CH:7][C:2]([F:1])=[CH:3][CH:4]=4)[CH2:29]3)=[O:27])[CH2:25][CH2:24][CH2:23]2)=[CH:18][CH:17]=1. (2) Given the reactants [F:1][C:2]1[CH:7]=[CH:6][C:5]([C:8]2[C:17]([NH:18][CH2:19][C:20]3[CH:25]=[CH:24][CH:23]=[CH:22][N:21]=3)=[N:16][C:15]3[C:10](=[CH:11][CH:12]=[C:13]([C:26]([O:28][CH3:29])=[O:27])[CH:14]=3)[N:9]=2)=[CH:4][CH:3]=1.[H-].[Na+].I[CH3:33], predict the reaction product. The product is: [F:1][C:2]1[CH:7]=[CH:6][C:5]([C:8]2[C:17]([N:18]([CH3:33])[CH2:19][C:20]3[CH:25]=[CH:24][CH:23]=[CH:22][N:21]=3)=[N:16][C:15]3[C:10](=[CH:11][CH:12]=[C:13]([C:26]([O:28][CH3:29])=[O:27])[CH:14]=3)[N:9]=2)=[CH:4][CH:3]=1. (3) Given the reactants CS(C)=O.C(Cl)(=O)C(Cl)=O.[Cl:11][C:12]1[CH:20]=[C:19]([CH:21]([O:24][CH2:25][C:26]2([C:39]3[CH:44]=[CH:43][C:42]([F:45])=[CH:41][CH:40]=3)[CH2:31][CH2:30][N:29]([C:32]([O:34][C:35]([CH3:38])([CH3:37])[CH3:36])=[O:33])[CH2:28][CH2:27]2)[CH2:22][OH:23])[C:18]2[C:14](=[CH:15][N:16]([CH2:46][O:47][CH2:48][CH2:49][Si:50]([CH3:53])([CH3:52])[CH3:51])[N:17]=2)[CH:13]=1.C(N(CC)C(C)C)(C)C, predict the reaction product. The product is: [Cl:11][C:12]1[CH:20]=[C:19]([CH:21]([O:24][CH2:25][C:26]2([C:39]3[CH:44]=[CH:43][C:42]([F:45])=[CH:41][CH:40]=3)[CH2:31][CH2:30][N:29]([C:32]([O:34][C:35]([CH3:38])([CH3:37])[CH3:36])=[O:33])[CH2:28][CH2:27]2)[CH:22]=[O:23])[C:18]2[C:14](=[CH:15][N:16]([CH2:46][O:47][CH2:48][CH2:49][Si:50]([CH3:53])([CH3:52])[CH3:51])[N:17]=2)[CH:13]=1. (4) Given the reactants O=S(Cl)Cl.Br.[NH2:6][CH:7]([CH2:11][CH2:12][Br:13])[C:8]([OH:10])=[O:9].[CH3:14]O, predict the reaction product. The product is: [BrH:13].[CH3:14][O:9][C:8](=[O:10])[C@@H:7]([NH2:6])[CH2:11][CH2:12][Br:13]. (5) Given the reactants [C:1]([O:3][CH2:4][CH3:5])#[CH:2].B.O1CCCC1.[Cl:12][C:13]1[N:21]=[C:20]2[C:16]([N:17]=[CH:18][N:19]2[CH2:22][O:23][CH2:24][CH2:25][Si:26]([CH3:29])([CH3:28])[CH3:27])=[C:15](Cl)[N:14]=1.C1(P(C2C=CC=CC=2)C2C=CC=CC=2)C=CC=CC=1.[OH-].[Na+], predict the reaction product. The product is: [Cl:12][C:13]1[N:21]=[C:20]2[C:16]([N:17]=[CH:18][N:19]2[CH2:22][O:23][CH2:24][CH2:25][Si:26]([CH3:29])([CH3:28])[CH3:27])=[C:15](/[CH:2]=[CH:1]/[O:3][CH2:4][CH3:5])[N:14]=1. (6) Given the reactants [CH3:1][C:2]1[N:7]=[CH:6][C:5]([N:8]2[CH:12]=[C:11]([C:13]3[N:14]=[CH:15][S:16][CH:17]=3)[N:10]=[C:9]2[C:18]2[CH:23]=[CH:22][C:21]([NH:24][C:25]3[C:30]([NH2:31])=[CH:29][CH:28]=[CH:27][N:26]=3)=[CH:20][CH:19]=2)=[CH:4][CH:3]=1.[CH3:32][O:33][C:34](OC)(OC)OC.C(O)(=O)CC, predict the reaction product. The product is: [CH3:32][O:33][C:34]1[N:24]([C:21]2[CH:20]=[CH:19][C:18]([C:9]3[N:8]([C:5]4[CH:6]=[N:7][C:2]([CH3:1])=[CH:3][CH:4]=4)[CH:12]=[C:11]([C:13]4[N:14]=[CH:15][S:16][CH:17]=4)[N:10]=3)=[CH:23][CH:22]=2)[C:25]2=[N:26][CH:27]=[CH:28][CH:29]=[C:30]2[N:31]=1.